From a dataset of Aqueous solubility values for 9,982 compounds from the AqSolDB database. Regression/Classification. Given a drug SMILES string, predict its absorption, distribution, metabolism, or excretion properties. Task type varies by dataset: regression for continuous measurements (e.g., permeability, clearance, half-life) or binary classification for categorical outcomes (e.g., BBB penetration, CYP inhibition). For this dataset (solubility_aqsoldb), we predict Y. (1) The molecule is O=C(O)COc1ccc2ccccc2c1. The Y is -3.36 log mol/L. (2) The drug is COc1cccc(CC(C)NC(C)Cc2ccccc2OC)c1. The Y is -3.00 log mol/L. (3) The molecule is [Cl-].[Li+]. The Y is 1.13 log mol/L. (4) The molecule is CN(C)C(=O)c1cccc(C(=O)N(C)C)c1. The Y is 0.487 log mol/L. (5) The drug is C=CC(=O)OCCOCCOCCOCCOC(=O)C=C. The Y is -0.500 log mol/L.